From a dataset of Forward reaction prediction with 1.9M reactions from USPTO patents (1976-2016). Predict the product of the given reaction. (1) Given the reactants [Cl:1][C:2]1[CH:9]=[C:8]([C:10]2[N:14](C3CCCCO3)[N:13]=[CH:12][CH:11]=2)[CH:7]=[C:6]([F:21])[C:3]=1[C:4]#[N:5].Cl.CCO.C([O-])(O)=O.[Na+], predict the reaction product. The product is: [Cl:1][C:2]1[CH:9]=[C:8]([C:10]2[NH:14][N:13]=[CH:12][CH:11]=2)[CH:7]=[C:6]([F:21])[C:3]=1[C:4]#[N:5]. (2) Given the reactants CN(C)C.[CH3:5][O:6][C:7]([C:9]1[NH:27][C:12]2=[N:13][CH:14]=[C:15]([NH:17][CH2:18][C:19]3[CH:24]=[C:23]([NH2:25])[CH:22]=[CH:21][C:20]=3[CH3:26])[CH:16]=[C:11]2[CH:10]=1)=[O:8].[S:28](Cl)(Cl)(=[O:30])=[O:29], predict the reaction product. The product is: [CH3:5][O:6][C:7]([C:9]1[NH:27][C:12]2=[N:13][CH:14]=[C:15]([NH:17][CH2:18][C:19]3[CH:24]=[C:23]([N:25]=[S:28](=[O:30])=[O:29])[CH:22]=[CH:21][C:20]=3[CH3:26])[CH:16]=[C:11]2[CH:10]=1)=[O:8]. (3) Given the reactants [C:1]([O:5][C:6](=[O:29])[NH:7][C@H:8]([CH2:25][CH:26]([CH3:28])[CH3:27])[C:9]([NH:11][C:12]1[CH:17]=[CH:16][C:15]([C:18]2[CH:23]=[CH:22][N:21]=[CH:20][CH:19]=2)=[CH:14][C:13]=1Br)=[O:10])([CH3:4])([CH3:3])[CH3:2].CC1(C)C(C)(C)OB([C:38]2[CH:42]=[CH:41][S:40][CH:39]=2)O1.C(=O)([O-])[O-].[Cs+].[Cs+], predict the reaction product. The product is: [C:1]([O:5][C:6](=[O:29])[NH:7][C@H:8]([CH2:25][CH:26]([CH3:28])[CH3:27])[C:9](=[O:10])[NH:11][C:12]1[CH:17]=[CH:16][C:15]([C:18]2[CH:23]=[CH:22][N:21]=[CH:20][CH:19]=2)=[CH:14][C:13]=1[C:38]1[CH:42]=[CH:41][S:40][CH:39]=1)([CH3:4])([CH3:3])[CH3:2]. (4) Given the reactants [NH2:1][C:2]1[N:7]=[C:6](Br)[C:5]([C:9]#[N:10])=[C:4]([S:11][CH3:12])[N:3]=1.C([Sn](CCCC)(CCCC)[C:18]1[CH:23]=[CH:22][CH:21]=[CH:20][N:19]=1)CCC, predict the reaction product. The product is: [NH2:1][C:2]1[N:3]=[C:4]([S:11][CH3:12])[C:5]([C:9]#[N:10])=[C:6]([C:18]2[CH:23]=[CH:22][CH:21]=[CH:20][N:19]=2)[N:7]=1. (5) The product is: [CH3:16][N:4]1[C:5]([C:6]2[CH:11]=[CH:10][C:9]([Br:12])=[CH:8][N:7]=2)=[N:1][N:2]=[N:3]1.[CH3:16][N:3]1[N:2]=[N:1][C:5]([C:6]2[CH:11]=[CH:10][C:9]([Br:12])=[CH:8][N:7]=2)=[N:4]1. Given the reactants [NH:1]1[C:5]([C:6]2[CH:11]=[CH:10][C:9]([Br:12])=[CH:8][N:7]=2)=[N:4][N:3]=[N:2]1.[OH-].[Na+].I[CH3:16].O, predict the reaction product.